This data is from Full USPTO retrosynthesis dataset with 1.9M reactions from patents (1976-2016). The task is: Predict the reactants needed to synthesize the given product. (1) Given the product [Br:1][C:2]1[CH:7]=[CH:6][N:5]=[C:4]([NH:12][CH2:11][CH:10]([CH3:13])[CH3:9])[CH:3]=1, predict the reactants needed to synthesize it. The reactants are: [Br:1][C:2]1[CH:7]=[CH:6][N:5]=[C:4](F)[CH:3]=1.[CH3:9][CH:10]([CH3:13])[CH2:11][NH2:12]. (2) Given the product [CH3:1][C@@:2]12[C@:18]([OH:19])([C:21]#[CH:22])[CH2:17][CH2:16][C@H:15]1[C@H:14]1[C@@H:5]([C:6]3[CH:7]=[CH:8][C:9]([OH:20])=[CH:10][C:11]=3[CH2:12][CH2:13]1)[CH2:4][CH2:3]2, predict the reactants needed to synthesize it. The reactants are: [CH3:1][C@@:2]12[C@@H:18]([OH:19])[CH2:17][CH2:16][C@H:15]1[C@H:14]1[C@@H:5]([C:6]3[CH:7]=[CH:8][C:9]([OH:20])=[CH:10][C:11]=3[CH2:12][CH2:13]1)[CH2:4][CH2:3]2.[CH2:21](O)[CH3:22]. (3) Given the product [O:48]=[C:25]1[C@@H:24]([NH:23][C:21]([C:18]2([NH:17][C:8](=[O:10])[C:3]3[CH:4]=[CH:5][CH:6]=[CH:7][C:2]=3[F:1])[CH2:19][CH2:20]2)=[O:22])[CH2:30][C:29](=[O:31])[C:28]2[CH:32]=[CH:33][CH:34]=[CH:35][C:27]=2[N:26]1[CH2:36][C:37]1[CH:38]=[CH:39][C:40]([O:43][C:44]([F:46])([F:45])[F:47])=[CH:41][CH:42]=1, predict the reactants needed to synthesize it. The reactants are: [F:1][C:2]1[CH:7]=[CH:6][CH:5]=[CH:4][C:3]=1[C:8]([OH:10])=O.C(OC(=O)[NH:17][C:18]1([C:21]([NH:23][C@H:24]2[CH2:30][C:29](=[O:31])[C:28]3[CH:32]=[CH:33][CH:34]=[CH:35][C:27]=3[N:26]([CH2:36][C:37]3[CH:42]=[CH:41][C:40]([O:43][C:44]([F:47])([F:46])[F:45])=[CH:39][CH:38]=3)[C:25]2=[O:48])=[O:22])[CH2:20][CH2:19]1)(C)(C)C. (4) Given the product [ClH:35].[ClH:35].[NH:26]1[CH2:27][CH:24]([N:21]2[C:10]3[N:11]=[C:12]([N:14]4[CH2:19][CH2:18][O:17][CH2:16][C@@H:15]4[CH3:20])[N:13]=[C:8]([C:5]4[CH:4]=[N:3][C:2]([NH2:1])=[N:7][CH:6]=4)[C:9]=3[CH2:23][CH2:22]2)[CH2:25]1, predict the reactants needed to synthesize it. The reactants are: [NH2:1][C:2]1[N:7]=[CH:6][C:5]([C:8]2[C:9]3[CH2:23][CH2:22][N:21]([CH:24]4[CH2:27][N:26](C(OC(C)(C)C)=O)[CH2:25]4)[C:10]=3[N:11]=[C:12]([N:14]3[CH2:19][CH2:18][O:17][CH2:16][C@@H:15]3[CH3:20])[N:13]=2)=[CH:4][N:3]=1.[ClH:35].O1CCOCC1. (5) Given the product [C:13]1([CH:19]2[O:23][CH:22]([CH2:24][CH2:25][CH2:26][CH2:27][N:52]3[C:51](=[O:53])[C:50]4=[CH:54][CH:55]=[CH:56][CH:57]=[C:49]4[C:48]3=[O:58])[CH2:21][O:20]2)[CH:14]=[CH:15][CH:16]=[CH:17][CH:18]=1, predict the reactants needed to synthesize it. The reactants are: N(C(OCC)=O)=NC(OCC)=O.[C:13]1([CH:19]2[O:23][CH:22]([CH2:24][CH2:25][CH2:26][CH2:27]O)[CH2:21][O:20]2)[CH:18]=[CH:17][CH:16]=[CH:15][CH:14]=1.C1(P(C2C=CC=CC=2)C2C=CC=CC=2)C=CC=CC=1.[C:48]1(=[O:58])[NH:52][C:51](=[O:53])[C:50]2=[CH:54][CH:55]=[CH:56][CH:57]=[C:49]12. (6) Given the product [F:18][C:13]1[CH:12]=[CH:11][CH:10]=[C:9]2[C:14]=1[C:15](=[O:17])[N:16]1[C:3]([NH:43][C:42]3[CH:41]=[C:40]4[C:36]([CH2:37][CH2:38][N:39]4[C:44](=[O:51])[C@H:45]4[CH2:49][CH2:48][CH2:47][N:46]4[CH3:50])=[CH:35][C:34]=3[O:33][CH3:32])=[N:4][C:5]3[N:21]([S:22]([C:25]4[CH:26]=[CH:27][C:28]([CH3:31])=[CH:29][CH:30]=4)(=[O:23])=[O:24])[CH:20]=[CH:19][C:6]=3[C:7]1=[N:8]2, predict the reactants needed to synthesize it. The reactants are: Cl.Cl[C:3]1[N:16]2[C:7](=[N:8][C:9]3[C:14]([C:15]2=[O:17])=[C:13]([F:18])[CH:12]=[CH:11][CH:10]=3)[C:6]2[CH:19]=[CH:20][N:21]([S:22]([C:25]3[CH:30]=[CH:29][C:28]([CH3:31])=[CH:27][CH:26]=3)(=[O:24])=[O:23])[C:5]=2[N:4]=1.[CH3:32][O:33][C:34]1[CH:35]=[C:36]2[C:40](=[CH:41][C:42]=1[NH2:43])[N:39]([C:44](=[O:51])[C@H:45]1[CH2:49][CH2:48][CH2:47][N:46]1[CH3:50])[CH2:38][CH2:37]2.C(=O)(O)[O-].[Na+].ClCCl. (7) Given the product [Cl:1][C:2]1[CH:3]=[C:4]([C:16]([NH:18][C@H:19]([C:21]2[CH:29]=[CH:28][C:24]([C:25]([OH:27])=[O:26])=[CH:23][CH:22]=2)[CH3:20])=[O:17])[C:5]([O:38][C:32]2[CH:33]=[CH:34][C:35]([CH3:37])=[CH:36][C:31]=2[CH3:30])=[N:6][CH:7]=1, predict the reactants needed to synthesize it. The reactants are: [Cl:1][C:2]1[CH:3]=[C:4]([C:16]([NH:18][C@H:19]([C:21]2[CH:29]=[CH:28][C:24]([C:25]([OH:27])=[O:26])=[CH:23][CH:22]=2)[CH3:20])=[O:17])[C:5](OC2C=CC=C(F)C=2)=[N:6][CH:7]=1.[CH3:30][C:31]1[CH:36]=[C:35]([CH3:37])[CH:34]=[CH:33][C:32]=1[OH:38]. (8) The reactants are: [CH3:1][N:2]1[CH:6]=[C:5]([S:7](Cl)(=[O:9])=[O:8])[N:4]=[CH:3]1.[CH3:11][O:12][C:13]1[CH:20]=[CH:19][C:16]([CH2:17][NH2:18])=[CH:15][CH:14]=1.CCN(CC)CC. Given the product [CH3:11][O:12][C:13]1[CH:20]=[CH:19][C:16]([CH2:17][NH:18][S:7]([C:5]2[N:4]=[CH:3][N:2]([CH3:1])[CH:6]=2)(=[O:9])=[O:8])=[CH:15][CH:14]=1, predict the reactants needed to synthesize it. (9) Given the product [Cl:1][C:2]1[CH:7]=[C:6]([F:8])[CH:5]=[CH:4][C:3]=1[CH2:9][NH:10][C:11](=[O:23])[CH2:12][C:13]1[C:17]([CH3:18])=[N:16][NH:15][C:14]=1[CH3:22], predict the reactants needed to synthesize it. The reactants are: [Cl:1][C:2]1[CH:7]=[C:6]([F:8])[CH:5]=[CH:4][C:3]=1[CH2:9][NH:10][C:11](=[O:23])[CH2:12][C:13]1[C:14]([CH3:22])=[N:15][NH:16][C:17]=1[CH2:18]C(C)C.CC1C(CC(O)=O)=C(C)NN=1.